Dataset: Catalyst prediction with 721,799 reactions and 888 catalyst types from USPTO. Task: Predict which catalyst facilitates the given reaction. (1) Reactant: Br[C:2]1[CH:3]=[C:4]2[C:8](=[CH:9][CH:10]=1)[N:7]([C:11]1[CH:16]=[CH:15][C:14]([F:17])=[CH:13][CH:12]=1)[N:6]=[CH:5]2.C([Li])CCC.[F:23][C:24]([F:37])([F:36])[C:25]([C:27]1[C:35]2[C:30](=[CH:31][CH:32]=[CH:33][CH:34]=2)[NH:29][CH:28]=1)=[O:26]. Product: [F:37][C:24]([F:23])([F:36])[C:25]([C:2]1[CH:3]=[C:4]2[C:8](=[CH:9][CH:10]=1)[N:7]([C:11]1[CH:16]=[CH:15][C:14]([F:17])=[CH:13][CH:12]=1)[N:6]=[CH:5]2)([C:27]1[C:35]2[C:30](=[CH:31][CH:32]=[CH:33][CH:34]=2)[NH:29][CH:28]=1)[OH:26]. The catalyst class is: 134. (2) Reactant: CC1(C)[O:7][C:6](=[O:8])[C:5](=[CH:9][NH:10][C:11]2[NH:15][N:14]=[CH:13][C:12]=2[C:16]([O:18][CH2:19][CH3:20])=[O:17])[C:4](=O)[O:3]1.C(N(CC)CC)C.FC(F)(F)S(O[Si](C)(C)C)(=O)=O.C(O)C. Product: [CH2:19]([O:18][C:16]([C:12]1[CH:13]=[N:14][N:15]2[C:4]([OH:3])=[C:5]([C:6]([OH:7])=[O:8])[CH:9]=[N:10][C:11]=12)=[O:17])[CH3:20]. The catalyst class is: 2. (3) Reactant: [NH2:1][C:2]1[CH:3]=[C:4]([C:9]2[CH:10]=[CH:11][C:12]3[O:18][CH2:17][CH2:16][N:15]([C:19]([O:21][CH2:22][CH:23]=[CH2:24])=[O:20])[CH2:14][C:13]=3[CH:25]=2)[CH:5]=[CH:6][C:7]=1[NH2:8]. Product: [CH3:22][O:21][C:19]([NH:15][C:14]1[NH:8][C:7]2[CH:6]=[CH:5][C:4]([C:9]3[CH:10]=[CH:11][C:12]4[O:18][CH2:17][CH2:16][N:15]([C:19]([O:21][CH2:22][CH:23]=[CH2:24])=[O:20])[CH2:14][C:13]=4[CH:25]=3)=[CH:3][C:2]=2[N:1]=1)=[O:20]. The catalyst class is: 15. (4) Reactant: COC1O[C@H:14](C)[C@@H:9](OC(=O)C)[C@H:4]1[O:5][C:6](=[O:8])[CH3:7].[C:17]([O:20][C:21](=[O:23])[CH3:22])(=[O:19])[CH3:18].N1C=CC=C[CH:25]=1.S(=O)(=O)(O)O.[C:35](=[O:38])(O)[O-:36].[Na+]. Product: [C:17]([O:20][CH:21]1[O:23][C@H:9]([CH3:14])[C@@H:4]([O:5][C:6](=[O:8])[CH3:7])[C@H:22]1[O:36][C:35](=[O:38])[CH3:25])(=[O:19])[CH3:18]. The catalyst class is: 194. (5) Reactant: [N:1]1[CH:6]=[CH:5][C:4]([CH2:7][C:8]([C:10]2[CH:19]=[CH:18][C:17]3[C:12](=[CH:13][CH:14]=[CH:15][CH:16]=3)[CH:11]=2)=[O:9])=[CH:3][CH:2]=1.[H-].[Na+].Br[CH2:23][C:24]([O:26][CH2:27][CH3:28])=[O:25].[Cl-].[NH4+]. Product: [N:1]1[CH:6]=[CH:5][C:4]([CH:7]([C:8]([C:10]2[CH:19]=[CH:18][C:17]3[C:12](=[CH:13][CH:14]=[CH:15][CH:16]=3)[CH:11]=2)=[O:9])[CH2:23][C:24]([O:26][CH2:27][CH3:28])=[O:25])=[CH:3][CH:2]=1. The catalyst class is: 155. (6) Reactant: CC(C)([O-])C.[K+].[CH2:7]([NH:9][C:10]([C:12]1[C:17]([CH3:18])=[CH:16][C:15]([C:19]2[CH:24]=[CH:23][C:22]([OH:25])=[CH:21][CH:20]=2)=[CH:14][N:13]=1)=[O:11])[CH3:8].[F:26][C:27]([F:45])([F:44])[C:28]1[CH:43]=[CH:42][C:31]([CH2:32][N:33]2[CH2:36][CH:35](OS(C)(=O)=O)[CH2:34]2)=[CH:30][CH:29]=1. Product: [CH2:7]([NH:9][C:10]([C:12]1[C:17]([CH3:18])=[CH:16][C:15]([C:19]2[CH:20]=[CH:21][C:22]([O:25][CH:35]3[CH2:34][N:33]([CH2:32][C:31]4[CH:42]=[CH:43][C:28]([C:27]([F:44])([F:45])[F:26])=[CH:29][CH:30]=4)[CH2:36]3)=[CH:23][CH:24]=2)=[CH:14][N:13]=1)=[O:11])[CH3:8]. The catalyst class is: 197.